From a dataset of Forward reaction prediction with 1.9M reactions from USPTO patents (1976-2016). Predict the product of the given reaction. Given the reactants C[O:2][C:3](=[O:32])[CH2:4][C:5]1[N:9]2[CH:10]=[C:11]([C:18]3[CH:22]=[CH:21][O:20][CH:19]=3)[CH:12]=[C:13]([C:14]([F:17])([F:16])[F:15])[C:8]2=[N:7][C:6]=1[C:23](=[O:31])[NH:24][CH2:25][C:26]1[S:27][CH:28]=[CH:29][CH:30]=1.O.[OH-].[Li+].Cl, predict the reaction product. The product is: [O:20]1[CH:21]=[CH:22][C:18]([C:11]2[CH:12]=[C:13]([C:14]([F:16])([F:17])[F:15])[C:8]3[N:9]([C:5]([CH2:4][C:3]([OH:32])=[O:2])=[C:6]([C:23](=[O:31])[NH:24][CH2:25][C:26]4[S:27][CH:28]=[CH:29][CH:30]=4)[N:7]=3)[CH:10]=2)=[CH:19]1.